This data is from Catalyst prediction with 721,799 reactions and 888 catalyst types from USPTO. The task is: Predict which catalyst facilitates the given reaction. (1) Reactant: [N+:1]([C:4]1[CH:12]=[C:11]([Cl:13])[CH:10]=[CH:9][C:5]=1[C:6]([OH:8])=O)([O-:3])=[O:2].C(Cl)(=O)C(Cl)=O.N1C=CC=CC=1.[NH2:26][C:27]1[CH:32]=[CH:31][C:30]([Cl:33])=[CH:29][N:28]=1. Product: [Cl:33][C:30]1[CH:31]=[CH:32][C:27]([NH:26][C:6](=[O:8])[C:5]2[CH:9]=[CH:10][C:11]([Cl:13])=[CH:12][C:4]=2[N+:1]([O-:3])=[O:2])=[N:28][CH:29]=1. The catalyst class is: 139. (2) Reactant: [Li]CCCC.S1C2C=CC=CC=2N=C1.C1(NC([C:24]2[CH:60]=[CH:59][C:27]3[N:28]=[C:29]([C:31](=[O:58])[C@@H:32]([NH:41][C:42](=[O:57])[C@@H:43]([NH:48][C:49]([N:51]4[CH2:56][CH2:55][O:54][CH2:53][CH2:52]4)=[O:50])[CH2:44][CH:45]([CH3:47])[CH3:46])[CH2:33][CH2:34][C:35]4[CH:40]=[CH:39][CH:38]=[CH:37][CH:36]=4)[S:30][C:26]=3[CH:25]=2)=O)C=CC=CC=1. Product: [S:30]1[C:26]2[CH:25]=[CH:24][CH:60]=[CH:59][C:27]=2[N:28]=[C:29]1[C:31]([C@@H:32]([NH:41][C:42]([C@@H:43]([NH:48][C:49]([N:51]1[CH2:56][CH2:55][O:54][CH2:53][CH2:52]1)=[O:50])[CH2:44][CH:45]([CH3:47])[CH3:46])=[O:57])[CH2:33][CH2:34][C:35]1[CH:36]=[CH:37][CH:38]=[CH:39][CH:40]=1)=[O:58]. The catalyst class is: 1. (3) Reactant: [Br:1]N1C(=O)CCC1=O.N(C(C)(C)C#N)=NC(C)(C)C#N.[CH3:21][C:22]1[N:23]=[N:24][C:25]([C:28]([F:31])([F:30])[F:29])=[CH:26][CH:27]=1. Product: [Br:1][CH2:21][C:22]1[N:23]=[N:24][C:25]([C:28]([F:29])([F:31])[F:30])=[CH:26][CH:27]=1. The catalyst class is: 53. (4) Reactant: CO[C:3]([C:5]1[N:6]=[CH:7][N:8]([CH2:16][C:17]2[CH:22]=[C:21]([C:23]([F:26])([F:25])[F:24])[CH:20]=[C:19]([C:27]([F:30])([F:29])[F:28])[CH:18]=2)[C:9]=1[C:10]1[CH:11]=[N:12][CH:13]=[CH:14][CH:15]=1)=[O:4].Cl.[CH3:32][NH:33][O:34][CH3:35].C([Mg]Cl)(C)C.[NH4+].[Cl-]. Product: [CH3:35][O:34][N:33]([CH3:32])[C:3]([C:5]1[N:6]=[CH:7][N:8]([CH2:16][C:17]2[CH:18]=[C:19]([C:27]([F:28])([F:30])[F:29])[CH:20]=[C:21]([C:23]([F:25])([F:24])[F:26])[CH:22]=2)[C:9]=1[C:10]1[CH:11]=[N:12][CH:13]=[CH:14][CH:15]=1)=[O:4]. The catalyst class is: 1. (5) Reactant: [NH:1]([C:3]1[N:11]=[C:10]2[C:6]([N:7]=[CH:8][N:9]2[CH3:12])=[C:5]([NH:13][CH:14]2[CH2:22][C:21]3[C:16](=[CH:17][CH:18]=[CH:19][CH:20]=3)[CH2:15]2)[N:4]=1)[NH2:2].[CH3:23][C:24]([CH2:26][C:27]([CH3:29])=O)=O. Product: [CH3:23][C:24]1[CH:26]=[C:27]([CH3:29])[N:1]([C:3]2[N:11]=[C:10]3[C:6]([N:7]=[CH:8][N:9]3[CH3:12])=[C:5]([NH:13][CH:14]3[CH2:22][C:21]4[C:16](=[CH:17][CH:18]=[CH:19][CH:20]=4)[CH2:15]3)[N:4]=2)[N:2]=1. The catalyst class is: 8. (6) Reactant: [C:1]([O:5][C:6](=[O:34])[C@@H:7]([CH:31]([CH3:33])[CH3:32])[N:8]([CH2:26][CH2:27][CH:28]([CH3:30])[CH3:29])[S:9]([C:12]1[CH:21]=[CH:20][C:19]2[C:14](=[CH:15][CH:16]=[C:17]([O:22]C(=O)C)[CH:18]=2)[CH:13]=1)(=[O:11])=[O:10])([CH3:4])([CH3:3])[CH3:2].C(=O)([O-])[O-].[K+].[K+]. Product: [C:1]([O:5][C:6](=[O:34])[C@@H:7]([CH:31]([CH3:33])[CH3:32])[N:8]([CH2:26][CH2:27][CH:28]([CH3:29])[CH3:30])[S:9]([C:12]1[CH:21]=[CH:20][C:19]2[C:14](=[CH:15][CH:16]=[C:17]([OH:22])[CH:18]=2)[CH:13]=1)(=[O:11])=[O:10])([CH3:3])([CH3:4])[CH3:2]. The catalyst class is: 40.